Task: Regression. Given two drug SMILES strings and cell line genomic features, predict the synergy score measuring deviation from expected non-interaction effect.. Dataset: NCI-60 drug combinations with 297,098 pairs across 59 cell lines Drug 1: C1CCC(CC1)NC(=O)N(CCCl)N=O. Drug 2: C1=NC2=C(N=C(N=C2N1C3C(C(C(O3)CO)O)F)Cl)N. Cell line: TK-10. Synergy scores: CSS=10.9, Synergy_ZIP=-12.7, Synergy_Bliss=-5.92, Synergy_Loewe=-20.0, Synergy_HSA=-4.13.